This data is from Full USPTO retrosynthesis dataset with 1.9M reactions from patents (1976-2016). The task is: Predict the reactants needed to synthesize the given product. (1) The reactants are: [C:1]([O:4][C:5]1[CH:6]=[C:7]([NH:13][C:14]([S:18][CH3:19])=[CH:15][C:16]#[N:17])[CH:8]=[CH:9][C:10]=1[O:11][CH3:12])(=[O:3])[CH3:2].P(Cl)(Cl)(Cl)=O.CN(C)[C:27](=O)[CH3:28].C(=O)([O-])[O-].[K+].[K+]. Given the product [C:1]([O:4][C:5]1[CH:6]=[C:7]2[C:8]([C:27]([CH3:28])=[C:15]([C:16]#[N:17])[C:14]([S:18][CH3:19])=[N:13]2)=[CH:9][C:10]=1[O:11][CH3:12])(=[O:3])[CH3:2], predict the reactants needed to synthesize it. (2) Given the product [CH2:16]([O:23][C:24]([N:26]1[CH2:31][CH2:30][CH2:29][C@@H:28]([C:32](=[O:33])[NH:15][C:11]2[CH:10]=[C:9]([C:4]3[CH:5]=[CH:6][CH:7]=[CH:8][C:3]=3[O:2][CH3:1])[N:14]=[CH:13][N:12]=2)[CH2:27]1)=[O:25])[C:17]1[CH:22]=[CH:21][CH:20]=[CH:19][CH:18]=1, predict the reactants needed to synthesize it. The reactants are: [CH3:1][O:2][C:3]1[CH:8]=[CH:7][CH:6]=[CH:5][C:4]=1[C:9]1[N:14]=[CH:13][N:12]=[C:11]([NH2:15])[CH:10]=1.[CH2:16]([O:23][C:24]([N:26]1[CH2:31][CH2:30][CH2:29][C@@H:28]([C:32](Cl)=[O:33])[CH2:27]1)=[O:25])[C:17]1[CH:22]=[CH:21][CH:20]=[CH:19][CH:18]=1.C(OCC)(=O)C. (3) Given the product [F:14][C:9]1[C:7]2[N:8]=[C:4]([CH2:3][OH:2])[S:5][C:6]=2[CH:12]=[CH:11][C:10]=1[NH:13][C:26](=[O:27])[C:25]1[CH:29]=[CH:30][C:22]([C:21]([F:32])([F:20])[F:31])=[N:23][CH:24]=1, predict the reactants needed to synthesize it. The reactants are: C(=O)([O-])[O:2][CH:3](CC=C)[C:4]1[S:5][C:6]2[CH:12]=[CH:11][C:10]([NH2:13])=[C:9]([F:14])[C:7]=2[N:8]=1.[F:20][C:21]([F:32])([F:31])[C:22]1[CH:30]=[CH:29][C:25]([C:26](O)=[O:27])=[CH:24][N:23]=1. (4) Given the product [CH2:1]([C@@H:8]1[C@@H:12]([CH2:13][O:14][CH2:3][C:2]([CH3:7])=[CH2:1])[C@H:11]([CH3:15])[O:10][C:9]1=[O:16])[C:2]1[CH:3]=[CH:4][CH:5]=[CH:6][CH:7]=1, predict the reactants needed to synthesize it. The reactants are: [CH2:1]([C@@H:8]1[C@@H:12]([CH2:13][OH:14])[C@H:11]([CH3:15])[O:10][C:9]1=[O:16])[C:2]1[CH:7]=[CH:6][CH:5]=[CH:4][CH:3]=1. (5) Given the product [OH:36][C:28]1([CH2:22][C:21]([O:24][CH2:25][CH3:26])=[O:23])[CH2:29][C:30]2[C:35](=[CH:34][CH:33]=[CH:32][CH:31]=2)[CH2:27]1, predict the reactants needed to synthesize it. The reactants are: C([N-]C(C)C)(C)C.[Li+].CCCCCCC.O1CCCC1.[C:21]([O:24][CH2:25][CH3:26])(=[O:23])[CH3:22].[CH2:27]1[C:35]2[C:30](=[CH:31][CH:32]=[CH:33][CH:34]=2)[CH2:29][C:28]1=[O:36]. (6) Given the product [CH3:1][C:2]([Si:5]([CH3:36])([CH3:35])[O:6][CH2:7][C@@H:8]([O:10][C:11]1[CH:12]=[C:13]([CH:24]=[C:25]([OH:27])[CH:26]=1)[C:14]([NH:16][C:17]1[CH:21]=[CH:20][N:19]([CH2:22][CH3:23])[N:18]=1)=[O:15])[CH3:9])([CH3:4])[CH3:3], predict the reactants needed to synthesize it. The reactants are: [CH3:1][C:2]([Si:5]([CH3:36])([CH3:35])[O:6][CH2:7][C@@H:8]([O:10][C:11]1[CH:12]=[C:13]([CH:24]=[C:25]([O:27]CC2C=CC=CC=2)[CH:26]=1)[C:14]([NH:16][C:17]1[CH:21]=[CH:20][N:19]([CH2:22][CH3:23])[N:18]=1)=[O:15])[CH3:9])([CH3:4])[CH3:3]. (7) Given the product [F:1][CH:2]([F:24])[O:3][C:4]1[CH:5]=[C:6]([N:10]2[CH:15]=[CH:14][C:13](=[O:16])[C:12]([C:17]3[N:34]([C:30]4[CH:31]=[CH:32][CH:33]=[C:28]([O:27][C:26]([F:25])([F:36])[F:37])[CH:29]=4)[N:20]=[CH:19][CH:18]=3)=[N:11]2)[CH:7]=[CH:8][CH:9]=1, predict the reactants needed to synthesize it. The reactants are: [F:1][CH:2]([F:24])[O:3][C:4]1[CH:5]=[C:6]([N:10]2[CH:15]=[CH:14][C:13](=[O:16])[C:12]([C:17](=O)/[CH:18]=[CH:19]/[N:20](C)C)=[N:11]2)[CH:7]=[CH:8][CH:9]=1.[F:25][C:26]([F:37])([F:36])[O:27][C:28]1[CH:29]=[C:30]([NH:34]N)[CH:31]=[CH:32][CH:33]=1. (8) Given the product [Br:13][CH2:12][C:3]1[CH:4]=[C:5]([F:11])[C:6]([N+:8]([O-:10])=[O:9])=[CH:7][C:2]=1[Cl:1], predict the reactants needed to synthesize it. The reactants are: [Cl:1][C:2]1[CH:7]=[C:6]([N+:8]([O-:10])=[O:9])[C:5]([F:11])=[CH:4][C:3]=1[CH3:12].[Br:13]N1C(=O)CCC1=O.O. (9) Given the product [CH3:1][O:2][CH2:3][O:4][C:5]1[CH:10]=[C:9]([C:11]([F:12])([F:13])[F:14])[CH:8]=[CH:7][C:6]=1[NH2:15], predict the reactants needed to synthesize it. The reactants are: [CH3:1][O:2][CH2:3][O:4][C:5]1[CH:10]=[C:9]([C:11]([F:14])([F:13])[F:12])[CH:8]=[CH:7][C:6]=1[N+:15]([O-])=O.